Predict the reactants needed to synthesize the given product. From a dataset of Full USPTO retrosynthesis dataset with 1.9M reactions from patents (1976-2016). (1) Given the product [CH2:11]([N:6]1[C:2]([CH3:8])([CH3:1])[CH2:3][CH2:4][C:5]1=[O:7])[C:12]1[CH:17]=[CH:16][CH:15]=[CH:14][CH:13]=1, predict the reactants needed to synthesize it. The reactants are: [CH3:1][C:2]1([CH3:8])[NH:6][C:5](=[O:7])[CH2:4][CH2:3]1.[H-].[Na+].[CH2:11](Br)[C:12]1[CH:17]=[CH:16][CH:15]=[CH:14][CH:13]=1.C(OCC)(=O)C.CCCCCC. (2) Given the product [CH2:53]([O:57][C:58]([C:2]1[C:3]([F:23])=[C:4]([N:8]([CH2:20][O:21][CH3:22])[S:9]([C:12]2[CH:17]=[C:16]([F:18])[CH:15]=[CH:14][C:13]=2[F:19])(=[O:11])=[O:10])[CH:5]=[CH:6][CH:7]=1)=[CH2:59])[CH2:54][CH2:55][CH3:56], predict the reactants needed to synthesize it. The reactants are: Br[C:2]1[C:3]([F:23])=[C:4]([N:8]([CH2:20][O:21][CH3:22])[S:9]([C:12]2[CH:17]=[C:16]([F:18])[CH:15]=[CH:14][C:13]=2[F:19])(=[O:11])=[O:10])[CH:5]=[CH:6][CH:7]=1.C1C=CC(P(C2C=CC=CC=2)CCCP(C2C=CC=CC=2)C2C=CC=CC=2)=CC=1.[CH2:53]([O:57][CH:58]=[CH2:59])[CH2:54][CH2:55][CH3:56]. (3) Given the product [CH2:1]([C@@H:6]1[CH2:10][CH2:9][CH2:8][C@H:7]1[O:11][C:20]([O:19][N:16]1[C:17](=[O:18])[CH2:12][CH2:13][C:14]1=[O:15])=[O:21])[CH2:2][CH2:3][CH:4]=[CH2:5], predict the reactants needed to synthesize it. The reactants are: [CH2:1]([C@@H:6]1[CH2:10][CH2:9][CH2:8][C@H:7]1[OH:11])[CH2:2][CH2:3][CH:4]=[CH2:5].[CH2:12]1[C:17](=[O:18])[N:16]([O:19][C:20](ON2C(=O)CCC2=O)=[O:21])[C:14](=[O:15])[CH2:13]1.CCN(CC)CC. (4) Given the product [CH3:18][N:17]([CH3:19])[C:15]([CH:11]1[CH2:10][CH2:9][C:8]2[NH:7][C:6]3[N:5]=[CH:4][N:3]=[C:2]([NH:29][C:27]4[CH:28]=[C:23]5[CH:22]=[N:21][NH:20][C:24]5=[CH:25][N:26]=4)[C:14]=3[C:13]=2[CH2:12]1)=[O:16], predict the reactants needed to synthesize it. The reactants are: Cl[C:2]1[C:14]2[C:13]3[CH2:12][CH:11]([C:15]([N:17]([CH3:19])[CH3:18])=[O:16])[CH2:10][CH2:9][C:8]=3[NH:7][C:6]=2[N:5]=[CH:4][N:3]=1.[NH:20]1[C:24]2=[CH:25][N:26]=[C:27]([NH2:29])[CH:28]=[C:23]2[CH:22]=[N:21]1.